This data is from Retrosynthesis with 50K atom-mapped reactions and 10 reaction types from USPTO. The task is: Predict the reactants needed to synthesize the given product. (1) Given the product CCC1CCC(C(=O)N2CC[C@H](N(C)C)C2)N1C(=O)C1=C(C(C)C)N2C(=N[C@@](C)(c3ccc(Cl)cc3)[C@H]2c2ccc(Cl)cc2)S1, predict the reactants needed to synthesize it. The reactants are: CC[C@@H]1CC[C@@H](C(=O)O)N1C(=O)C1=C(C(C)C)N2C(=N[C@@](C)(c3ccc(Cl)cc3)[C@H]2c2ccc(Cl)cc2)S1.CN(C)[C@H]1CCNC1. (2) Given the product O=C(c1cc(C(F)(F)F)cc(C(F)(F)F)c1)N1C[C@H]2CC[C@@H](N3CCCC3)CN2C[C@H]1Cc1c[nH]c2ccccc12, predict the reactants needed to synthesize it. The reactants are: C1CCNC1.O=C1CC[C@@H]2CN(C(=O)c3cc(C(F)(F)F)cc(C(F)(F)F)c3)[C@H](Cc3c[nH]c4ccccc34)CN2C1.